This data is from Forward reaction prediction with 1.9M reactions from USPTO patents (1976-2016). The task is: Predict the product of the given reaction. (1) Given the reactants [C:1]([O:5][C:6]([N:8]1[CH2:14][CH2:13][C:12]2[CH:15]=[CH:16][S:17][C:11]=2[CH2:10][CH2:9]1)=[O:7])([CH3:4])([CH3:3])[CH3:2].[Br:18]N1C(=O)CCC1=O.O, predict the reaction product. The product is: [C:1]([O:5][C:6]([N:8]1[CH2:14][CH2:13][C:12]2[CH:15]=[C:16]([Br:18])[S:17][C:11]=2[CH2:10][CH2:9]1)=[O:7])([CH3:4])([CH3:2])[CH3:3]. (2) Given the reactants [N+:1]([C:4]1[CH:5]=[C:6](B(O)O)[CH:7]=[CH:8][CH:9]=1)([O-:3])=[O:2].Br[C:14]1[C:19]([CH:20]([CH3:22])[CH3:21])=[CH:18][CH:17]=[CH:16][C:15]=1[CH:23]([CH3:25])[CH3:24].P([O-])([O-])([O-])=O.[K+].[K+].[K+], predict the reaction product. The product is: [CH:20]([C:19]1[CH:18]=[CH:17][CH:16]=[C:15]([CH:23]([CH3:25])[CH3:24])[C:14]=1[C:6]1[CH:7]=[CH:8][CH:9]=[C:4]([N+:1]([O-:3])=[O:2])[CH:5]=1)([CH3:22])[CH3:21]. (3) Given the reactants [C:1]([O:5][CH:6]([C:11]1[C:12]([C:21]2[CH:22]=[C:23]3[C:28](=[CH:29][CH:30]=2)[O:27][CH2:26][CH2:25][CH2:24]3)=[C:13]2[CH:20]=[CH:19][NH:18][C:14]2=[N:15][C:16]=1[CH3:17])[C:7]([O:9]C)=[O:8])([CH3:4])([CH3:3])[CH3:2].[F:31][C:32]1[CH:39]=[C:38]([C:40]([F:43])([F:42])[F:41])[CH:37]=[CH:36][C:33]=1[CH2:34]Br, predict the reaction product. The product is: [C:1]([O:5][CH:6]([C:11]1[C:12]([C:21]2[CH:22]=[C:23]3[C:28](=[CH:29][CH:30]=2)[O:27][CH2:26][CH2:25][CH2:24]3)=[C:13]2[CH:20]=[CH:19][N:18]([CH2:34][C:33]3[CH:36]=[CH:37][C:38]([C:40]([F:41])([F:43])[F:42])=[CH:39][C:32]=3[F:31])[C:14]2=[N:15][C:16]=1[CH3:17])[C:7]([OH:9])=[O:8])([CH3:2])([CH3:3])[CH3:4]. (4) Given the reactants C([O:3][C:4](=[O:36])[CH:5]([O:33][CH2:34][CH3:35])[CH2:6][C:7]1[CH:12]=[CH:11][C:10]([O:13][C:14]([CH3:31])([C:16]2[S:20][C:19]([C:21]3[CH:26]=[CH:25][C:24]([C:27]([F:30])([F:29])[F:28])=[CH:23][CH:22]=3)=[N:18][CH:17]=2)[CH3:15])=[CH:9][C:8]=1[CH3:32])C.[Li+].[OH-], predict the reaction product. The product is: [CH2:34]([O:33][CH:5]([CH2:6][C:7]1[CH:12]=[CH:11][C:10]([O:13][C:14]([CH3:31])([C:16]2[S:20][C:19]([C:21]3[CH:22]=[CH:23][C:24]([C:27]([F:28])([F:29])[F:30])=[CH:25][CH:26]=3)=[N:18][CH:17]=2)[CH3:15])=[CH:9][C:8]=1[CH3:32])[C:4]([OH:36])=[O:3])[CH3:35]. (5) Given the reactants [CH3:1][O:2][CH2:3][CH2:4][O:5][CH2:6][CH2:7][O:8][CH2:9][CH2:10][O:11][CH2:12][CH2:13][O:14][CH2:15][CH2:16][O:17][CH2:18][CH2:19][O:20][CH2:21][CH2:22][O:23]S(C)(=O)=O.[CH2:28](O)[CH2:29][O:30][CH2:31][CH2:32][O:33][CH2:34][CH2:35][OH:36].CO, predict the reaction product. The product is: [CH3:1][O:2][CH2:3][CH2:4][O:5][CH2:6][CH2:7][O:8][CH2:9][CH2:10][O:11][CH2:12][CH2:13][O:14][CH2:15][CH2:16][O:17][CH2:18][CH2:19][O:20][CH2:21][CH2:22][O:23][CH2:28][CH2:29][O:30][CH2:31][CH2:32][O:33][CH2:34][CH2:35][OH:36].